From a dataset of Reaction yield outcomes from USPTO patents with 853,638 reactions. Predict the reaction yield, written as a fraction of the theoretical maximum amount of product (1.0 means a 100% yield; for example, 0.34 means a 34% yield). The reactants are [CH3:1][Si:2]([C:5]#[C:6][C:7]1[CH:13]=[CH:12][CH:11]=[CH:10][C:8]=1[NH2:9])([CH3:4])[CH3:3].[F:14][C:15]([F:28])([F:27])[O:16][C:17]1[CH:22]=[CH:21][C:20]([S:23](Cl)(=[O:25])=[O:24])=[CH:19][CH:18]=1.N1C=CC=CC=1. The catalyst is C(Cl)Cl.CC(OC)(C)C. The product is [F:28][C:15]([F:14])([F:27])[O:16][C:17]1[CH:22]=[CH:21][C:20]([S:23]([NH:9][C:8]2[CH:10]=[CH:11][CH:12]=[CH:13][C:7]=2[C:6]#[C:5][Si:2]([CH3:3])([CH3:4])[CH3:1])(=[O:25])=[O:24])=[CH:19][CH:18]=1. The yield is 0.760.